From a dataset of Reaction yield outcomes from USPTO patents with 853,638 reactions. Predict the reaction yield, written as a fraction of the theoretical maximum amount of product (1.0 means a 100% yield; for example, 0.34 means a 34% yield). (1) The reactants are [Br:1][C:2]1[CH:7]=[C:6]([F:8])[CH:5]=[CH:4][C:3]=1[CH:9]([OH:14])[C:10]([F:13])([F:12])[F:11].C1OCCOCCOCCOCCOCCOC1. The catalyst is C(Cl)Cl. The product is [Br:1][C:2]1[CH:7]=[C:6]([F:8])[CH:5]=[CH:4][C:3]=1[C:9](=[O:14])[C:10]([F:11])([F:12])[F:13]. The yield is 0.760. (2) The reactants are [O:1]1[CH2:6][CH2:5][N:4]([C:7]2[S:8][N:9]=[C:10]3[CH:15]=[C:14](Br)[CH:13]=[N:12][C:11]=23)[CH2:3][CH2:2]1.[C:17]([O:20][C:21]1[CH:22]=[C:23](B2OC(C)(C)C(C)(C)O2)[CH:24]=[CH:25][C:26]=1[O:27][CH3:28])(=[O:19])[CH3:18]. No catalyst specified. The product is [C:17]([O:20][C:21]1[CH:22]=[C:23]([C:14]2[CH:13]=[N:12][C:11]3=[C:7]([N:4]4[CH2:5][CH2:6][O:1][CH2:2][CH2:3]4)[S:8][N:9]=[C:10]3[CH:15]=2)[CH:24]=[CH:25][C:26]=1[O:27][CH3:28])(=[O:19])[CH3:18]. The yield is 0.560. (3) The reactants are [CH3:1][O:2][C:3]1[CH:8]=[CH:7][CH:6]=[CH:5][C:4]=1[C:9]1[C:17]2[C:12](=[N:13][CH:14]=[C:15](B3OC(C)(C)C(C)(C)O3)[CH:16]=2)[N:11]([CH2:27][O:28][CH2:29][CH2:30][Si:31]([CH3:34])([CH3:33])[CH3:32])[N:10]=1.Br[C:36]1[CH:37]=[CH:38][C:39]([OH:50])=[C:40]([C:42]([N:44]2[CH2:49][CH2:48][O:47][CH2:46][CH2:45]2)=[O:43])[CH:41]=1.C(=O)([O-])[O-].[Na+].[Na+].C(=O)(O)[O-].[Na+]. The catalyst is C(#N)C.ClCCl. The product is [OH:50][C:39]1[CH:38]=[CH:37][C:36]([C:15]2[CH:16]=[C:17]3[C:9]([C:4]4[CH:5]=[CH:6][CH:7]=[CH:8][C:3]=4[O:2][CH3:1])=[N:10][N:11]([CH2:27][O:28][CH2:29][CH2:30][Si:31]([CH3:33])([CH3:34])[CH3:32])[C:12]3=[N:13][CH:14]=2)=[CH:41][C:40]=1[C:42]([N:44]1[CH2:45][CH2:46][O:47][CH2:48][CH2:49]1)=[O:43]. The yield is 0.300. (4) The reactants are [ClH:1].[CH3:2][N:3]([CH:7]1[CH2:12][CH2:11][N:10]([C:13](=[O:22])[CH2:14][CH2:15][C:16]2[N:17]([CH3:21])[CH:18]=[CH:19][N:20]=2)[CH2:9][CH2:8]1)[C:4](=[O:6])[CH3:5]. The catalyst is C(OCC)C. The product is [ClH:1].[CH3:2][N:3]([CH:7]1[CH2:8][CH2:9][N:10]([C:13](=[O:22])[CH2:14][CH2:15][C:16]2[N:17]([CH3:21])[CH:18]=[CH:19][N:20]=2)[CH2:11][CH2:12]1)[C:4](=[O:6])[CH3:5]. The yield is 0.710. (5) The reactants are C1(C(=[N:14][C:15]2[CH:16]=[CH:17][C:18]3[O:22][N:21]=[C:20]([CH:23]4[CH2:28][CH2:27][N:26]([C:29]([O:31][C:32]([CH3:35])([CH3:34])[CH3:33])=[O:30])[CH2:25][CH2:24]4)[C:19]=3[CH:36]=2)C2C=CC=CC=2)C=CC=CC=1.C(O)(=O)CC(CC(O)=O)(C(O)=O)O.C(=O)([O-])[O-].[Na+].[Na+]. The catalyst is O1CCCC1. The product is [NH2:14][C:15]1[CH:16]=[CH:17][C:18]2[O:22][N:21]=[C:20]([CH:23]3[CH2:28][CH2:27][N:26]([C:29]([O:31][C:32]([CH3:34])([CH3:33])[CH3:35])=[O:30])[CH2:25][CH2:24]3)[C:19]=2[CH:36]=1. The yield is 0.440. (6) The reactants are Br[C:2]1[CH:3]=[C:4]([C:21]([NH2:23])=[O:22])[C:5]2[NH:6][C:7]3[CH:8]=[C:9]([N:15]4[CH2:20][CH2:19][O:18][CH2:17][CH2:16]4)[CH:10]=[CH:11][C:12]=3[C:13]=2[N:14]=1.[CH3:24][N:25]1[CH:29]=[C:28](B2OC(C)(C)C(C)(C)O2)[CH:27]=[N:26]1.C([O-])([O-])=O.[Na+].[Na+].C(O)(C(F)(F)F)=O.N. The catalyst is CO.C1C=CC(P(C2C=CC=CC=2)[C-]2C=CC=C2)=CC=1.C1C=CC(P(C2C=CC=CC=2)[C-]2C=CC=C2)=CC=1.Cl[Pd]Cl.[Fe+2].C(Cl)Cl.O.COCCOC. The product is [CH3:24][N:25]1[CH:29]=[C:28]([C:2]2[CH:3]=[C:4]([C:21]([NH2:23])=[O:22])[C:5]3[NH:6][C:7]4[CH:8]=[C:9]([N:15]5[CH2:20][CH2:19][O:18][CH2:17][CH2:16]5)[CH:10]=[CH:11][C:12]=4[C:13]=3[N:14]=2)[CH:27]=[N:26]1. The yield is 0.630. (7) The reactants are [CH3:1][O:2][C:3]1[CH:4]=[C:5]2[C:10](=[CH:11][C:12]=1[O:13][CH3:14])[N:9]=[CH:8][CH:7]=[C:6]2[O:15][C:16]1[CH:22]=[CH:21][C:19]([NH2:20])=[C:18]([CH3:23])[C:17]=1[CH3:24].C([N:27]([CH2:30]C)CC)C.[C:32](Cl)(Cl)=[S:33].N[CH2:37][CH2:38][CH2:39][N:40]1[CH:44]=[CH:43][N:42]=[CH:41]1.CN(C)C=[O:48]. The catalyst is C(OCC)(=O)C. The product is [CH3:1][O:2][C:3]1[CH:4]=[C:5]2[C:10](=[CH:11][C:12]=1[O:13][CH3:14])[N:9]=[CH:8][CH:7]=[C:6]2[O:15][C:16]1[CH:22]=[CH:21][C:19]([NH:20][C:32]([NH:27][CH2:30][CH2:37][CH2:38][C:39]([N:40]2[CH:44]=[CH:43][N:42]=[CH:41]2)=[O:48])=[S:33])=[C:18]([CH3:23])[C:17]=1[CH3:24]. The yield is 0.170. (8) The reactants are CN(C(ON1N=NC2C=CC=CC1=2)=[N+](C)C)C.F[P-](F)(F)(F)(F)F.C(N(CC)CC)C.Cl.[F:33][C:34]1([F:40])[CH2:39][CH2:38][NH:37][CH2:36][CH2:35]1.[F:41][C:42]([F:71])([F:70])[CH2:43][O:44][C:45]1[CH:46]=[CH:47][C:48]([C@H:51]([NH:53][C:54]([C@H:56]2[CH2:58][C@@H:57]2[C:59]2[CH:69]=[CH:68][C:62]([O:63][CH2:64][C:65](O)=[O:66])=[CH:61][CH:60]=2)=[O:55])[CH3:52])=[N:49][CH:50]=1.Cl. No catalyst specified. The product is [F:33][C:34]1([F:40])[CH2:39][CH2:38][N:37]([C:65](=[O:66])[CH2:64][O:63][C:62]2[CH:61]=[CH:60][C:59]([C@H:57]3[CH2:58][C@@H:56]3[C:54]([NH:53][C@@H:51]([C:48]3[CH:47]=[CH:46][C:45]([O:44][CH2:43][C:42]([F:41])([F:70])[F:71])=[CH:50][N:49]=3)[CH3:52])=[O:55])=[CH:69][CH:68]=2)[CH2:36][CH2:35]1. The yield is 0.500.